From a dataset of Reaction yield outcomes from USPTO patents with 853,638 reactions. Predict the reaction yield, written as a fraction of the theoretical maximum amount of product (1.0 means a 100% yield; for example, 0.34 means a 34% yield). (1) The reactants are [NH2:1][C:2]1[CH:7]=[CH:6][CH:5]=[CH:4][N:3]=1.Br[CH2:9][C:10]([C:12]1[CH:17]=[CH:16][CH:15]=[CH:14][CH:13]=1)=O.C(=O)([O-])O.[Na+].C(O)C. The catalyst is CCCCCC.C(Cl)Cl. The product is [C:12]1([C:10]2[N:1]=[C:2]3[CH:7]=[CH:6][CH:5]=[CH:4][N:3]3[CH:9]=2)[CH:17]=[CH:16][CH:15]=[CH:14][CH:13]=1. The yield is 0.900. (2) The reactants are [Br:1][C:2]1[CH:3]=[C:4]2[C:9](=[CH:10][CH:11]=1)[C:8](O)=[CH:7][CH:6]=[CH:5]2.[C:13]1(P(C2C=CC=CC=2)C2C=CC=CC=2)C=CC=CC=1.N(C(OC(C)C)=O)=[N:33][C:34]([O:36]C(C)C)=O.[CH2:46]1[CH2:50][O:49][CH2:48][CH2:47]1. No catalyst specified. The product is [Br:1][C:2]1[CH:3]=[C:4]2[C:9](=[CH:10][CH:11]=1)[CH:8]=[C:7]([O:49][CH2:50][CH:46]1[CH2:47][CH2:48][N:33]([CH3:13])[C:34]1=[O:36])[CH:6]=[CH:5]2. The yield is 0.500. (3) The reactants are [CH3:1][O:2][CH:3]([O:7][CH3:8])N(C)C.[CH3:9][C:10]([CH:12](OC)OC)=O.[OH-].[Na+].Cl.[NH2:20][C:21]([NH2:23])=[NH:22]. The catalyst is O. The product is [CH3:8][O:7][CH:3]([O:2][CH3:1])[C:12]1[CH:10]=[CH:9][N:22]=[C:21]([NH2:23])[N:20]=1. The yield is 0.360. (4) The reactants are [CH:1]1([CH2:7][NH:8][C:9]2[CH:14]=[CH:13][C:12]([NH:15][S:16]([C:19]3[CH:24]=[CH:23][CH:22]=[CH:21][CH:20]=3)(=[O:18])=[O:17])=[CH:11][C:10]=2[N+:25]([O-])=O)[CH2:6][CH2:5][CH2:4][CH2:3][CH2:2]1. The catalyst is C(OCC)(=O)C.[Pd]. The product is [NH2:25][C:10]1[CH:11]=[C:12]([NH:15][S:16]([C:19]2[CH:20]=[CH:21][CH:22]=[CH:23][CH:24]=2)(=[O:18])=[O:17])[CH:13]=[CH:14][C:9]=1[NH:8][CH2:7][CH:1]1[CH2:2][CH2:3][CH2:4][CH2:5][CH2:6]1. The yield is 1.00. (5) The reactants are O=[C:2]1[CH2:7][CH2:6][CH:5]([C:8]([O:10][CH2:11][CH3:12])=[O:9])[CH2:4][CH2:3]1.[CH2:13]([NH:20][CH2:21][C:22]1[CH:27]=[CH:26][CH:25]=[CH:24][CH:23]=1)[C:14]1[CH:19]=[CH:18][CH:17]=[CH:16][CH:15]=1.C(O[BH-](OC(=O)C)OC(=O)C)(=O)C.[Na+].Cl.[OH-].[Na+]. The catalyst is ClCCCl. The product is [CH2:21]([N:20]([CH:2]1[CH2:7][CH2:6][CH:5]([C:8]([O:10][CH2:11][CH3:12])=[O:9])[CH2:4][CH2:3]1)[CH2:13][C:14]1[CH:19]=[CH:18][CH:17]=[CH:16][CH:15]=1)[C:22]1[CH:27]=[CH:26][CH:25]=[CH:24][CH:23]=1. The yield is 0.840. (6) The reactants are [Cl:1][C:2]1[CH:11]=[CH:10][C:5]([C:6](=[N:8][OH:9])[NH2:7])=[CH:4][CH:3]=1.[C:12]([O:16][C:17]([NH:19][C@@H:20]([CH3:24])[C:21](O)=O)=[O:18])([CH3:15])([CH3:14])[CH3:13].C1CCC(N=C=NC2CCCCC2)CC1. The catalyst is O1CCOCC1. The product is [Cl:1][C:2]1[CH:11]=[CH:10][C:5]([C:6]2[N:7]=[C:24]([C@@H:20]([NH:19][C:17](=[O:18])[O:16][C:12]([CH3:13])([CH3:15])[CH3:14])[CH3:21])[O:9][N:8]=2)=[CH:4][CH:3]=1. The yield is 0.480.